This data is from Peptide-MHC class I binding affinity with 185,985 pairs from IEDB/IMGT. The task is: Regression. Given a peptide amino acid sequence and an MHC pseudo amino acid sequence, predict their binding affinity value. This is MHC class I binding data. (1) The MHC is H-2-Kb with pseudo-sequence H-2-Kb. The peptide sequence is FQPQNKQFI. The binding affinity (normalized) is 0.0258. (2) The peptide sequence is ASYQFQLPY. The MHC is BoLA-T2a with pseudo-sequence BoLA-T2a. The binding affinity (normalized) is 0.444.